This data is from Reaction yield outcomes from USPTO patents with 853,638 reactions. The task is: Predict the reaction yield, written as a fraction of the theoretical maximum amount of product (1.0 means a 100% yield; for example, 0.34 means a 34% yield). (1) The reactants are C([N:8]1[CH2:16][CH2:15][CH:14]2[CH:10]([CH2:11][C:12]3[S:19][CH:18]=[CH:17][C:13]=32)[CH2:9]1)C1C=CC=CC=1.C([O-])([O-])=O.[K+].[K+].CC(Cl)OC(Cl)=O. The catalyst is ClC(Cl)C. The product is [S:19]1[C:12]2[CH2:11][CH:10]3[CH:14]([C:13]=2[CH:17]=[CH:18]1)[CH2:15][CH2:16][NH:8][CH2:9]3. The yield is 0.600. (2) The reactants are Br.Br[CH2:3][C:4]([C:6]1[CH:11]=[CH:10][N:9]=[CH:8][CH:7]=1)=O.[CH2:12]([O:14][C:15]1[CH:16]=[C:17]([CH:21]=[CH:22][C:23]=1[O:24][CH2:25][CH3:26])[C:18]([NH2:20])=[O:19])[CH3:13].C([O-])(O)=O.[Na+]. The catalyst is CN(C=O)C. The product is [CH2:12]([O:14][C:15]1[CH:16]=[C:17]([C:18]2[O:19][CH:3]=[C:4]([C:6]3[CH:11]=[CH:10][N:9]=[CH:8][CH:7]=3)[N:20]=2)[CH:21]=[CH:22][C:23]=1[O:24][CH2:25][CH3:26])[CH3:13]. The yield is 0.0270. (3) The reactants are [CH3:1][O:2][C:3]1[CH:11]=[CH:10][CH:9]=[C:8]2[C:4]=1[CH:5]([CH3:13])[C:6](=[O:12])[NH:7]2.[CH3:14][Si]([N-][Si](C)(C)C)(C)C.[K+].IC.Cl. The catalyst is C1(C)C=CC=CC=1.CO.O1CCCC1. The product is [CH3:1][O:2][C:3]1[CH:11]=[CH:10][CH:9]=[C:8]2[C:4]=1[C:5]([CH3:14])([CH3:13])[C:6](=[O:12])[NH:7]2. The yield is 0.580. (4) The reactants are [F:1][C:2]1[CH:3]=[C:4]2[C:9](=[CH:10][CH:11]=1)[C:8](=[O:12])[NH:7][CH2:6][CH2:5]2.I[C:14]1[CH:15]=[N:16][CH:17]=[CH:18][C:19]=1[CH3:20].P([O-])([O-])([O-])=O.[K+].[K+].[K+]. The catalyst is [Cu](I)I.O1CCOCC1. The product is [F:1][C:2]1[CH:3]=[C:4]2[C:9](=[CH:10][CH:11]=1)[C:8](=[O:12])[N:7]([C:14]1[CH:15]=[N:16][CH:17]=[CH:18][C:19]=1[CH3:20])[CH2:6][CH2:5]2. The yield is 0.904. (5) The reactants are C(OC([NH:8][C:9]1[CH:10]=[CH:11][C:12]2[N:16]=[CH:15][N:14]([C:17]3[S:21][C:20]([C:22]([O:24][CH3:25])=[O:23])=[C:19]([O:26][CH:27]([C:29]4[CH:34]=[CH:33][CH:32]=[CH:31][C:30]=4[Cl:35])[CH3:28])[CH:18]=3)[C:13]=2[CH:36]=1)=O)(C)(C)C.C(OC([NH:44][C:45]1[CH:72]=[CH:71][C:48]2[N:49]([C:52]3[S:56][C:55]([C:57]([O:59][CH3:60])=[O:58])=[C:54]([O:61][CH:62]([C:64]4[CH:69]=[CH:68][CH:67]=[CH:66][C:65]=4[Cl:70])[CH3:63])[CH:53]=3)[CH:50]=[N:51][C:47]=2[CH:46]=1)=O)(C)(C)C.FC(F)(F)C(O)=O. The catalyst is ClCCl.C(OCC)(=O)C.C(=O)(O)[O-]. The product is [NH2:8][C:9]1[CH:10]=[CH:11][C:12]2[N:16]=[CH:15][N:14]([C:17]3[S:21][C:20]([C:22]([O:24][CH3:25])=[O:23])=[C:19]([O:26][CH:27]([C:29]4[CH:34]=[CH:33][CH:32]=[CH:31][C:30]=4[Cl:35])[CH3:28])[CH:18]=3)[C:13]=2[CH:36]=1.[NH2:44][C:45]1[CH:72]=[CH:71][C:48]2[N:49]([C:52]3[S:56][C:55]([C:57]([O:59][CH3:60])=[O:58])=[C:54]([O:61][CH:62]([C:64]4[CH:69]=[CH:68][CH:67]=[CH:66][C:65]=4[Cl:70])[CH3:63])[CH:53]=3)[CH:50]=[N:51][C:47]=2[CH:46]=1. The yield is 0.390.